This data is from Full USPTO retrosynthesis dataset with 1.9M reactions from patents (1976-2016). The task is: Predict the reactants needed to synthesize the given product. (1) Given the product [Br:15][C:16]1[CH:17]=[C:18]([C:19]2[NH:1][N:2]=[C:3]([C:4]3[CH:5]=[N:6][CH:7]=[CH:8][C:9]=3[C:10]([F:11])([F:12])[F:13])[N:14]=2)[CH:21]=[CH:22][CH:23]=1, predict the reactants needed to synthesize it. The reactants are: [NH2:1][NH:2][C:3](=[NH:14])[C:4]1[C:9]([C:10]([F:13])([F:12])[F:11])=[CH:8][CH:7]=[N:6][CH:5]=1.[Br:15][C:16]1[CH:17]=[C:18]([CH:21]=[CH:22][CH:23]=1)[CH:19]=O. (2) Given the product [CH:1]1([CH2:4][O:5][C:6]2[CH:28]=[CH:27][C:9]3[N:10]=[C:11]([C:13]4[N:18]=[CH:17][C:16]([CH2:19][CH2:20][C@@H:21]([NH:23][C:24](=[O:26])[CH3:25])[CH3:22])=[CH:15][CH:14]=4)[O:12][C:8]=3[CH:7]=2)[CH2:3][CH2:2]1, predict the reactants needed to synthesize it. The reactants are: [CH:1]1([CH2:4][O:5][C:6]2[CH:28]=[CH:27][C:9]3[N:10]=[C:11]([C:13]4[N:18]=[CH:17][C:16]([C:19]#[C:20][C@@H:21]([NH:23][C:24](=[O:26])[CH3:25])[CH3:22])=[CH:15][CH:14]=4)[O:12][C:8]=3[CH:7]=2)[CH2:3][CH2:2]1.CO. (3) Given the product [CH3:35][S:36]([NH:39][C:12]([C:11]1[CH:10]=[C:9]([NH:8][C:6](=[O:7])[C:5]2[CH:18]=[CH:19][CH:20]=[C:3]([C:2]([F:22])([F:21])[F:1])[CH:4]=2)[CH:17]=[CH:16][CH:15]=1)=[O:13])(=[O:38])=[O:37], predict the reactants needed to synthesize it. The reactants are: [F:1][C:2]([F:22])([F:21])[C:3]1[CH:4]=[C:5]([CH:18]=[CH:19][CH:20]=1)[C:6]([NH:8][C:9]1[CH:10]=[C:11]([CH:15]=[CH:16][CH:17]=1)[C:12](O)=[O:13])=[O:7].C(N1C=CN=C1)(N1C=CN=C1)=O.[CH3:35][S:36]([NH2:39])(=[O:38])=[O:37].N12CCCN=C1CCCCC2. (4) Given the product [ClH:22].[Cl:22][C:14]1[CH:15]=[N:16][C:17]2[CH:18]=[CH:19][C:20](=[O:21])[N:11]3[CH2:10][CH:9]([CH2:8][N:5]4[CH2:6][CH2:7][C@H:2]([NH:1][CH2:34][C:31]5[N:30]=[CH:29][C:28]6[O:27][CH2:26][CH2:25][O:24][C:33]=6[CH:32]=5)[C@H:3]([OH:23])[CH2:4]4)[C:13]=1[C:12]=23, predict the reactants needed to synthesize it. The reactants are: [NH2:1][C@H:2]1[CH2:7][CH2:6][N:5]([CH2:8][CH:9]2[C:13]3=[C:14]([Cl:22])[CH:15]=[N:16][C:17]4[CH:18]=[CH:19][C:20](=[O:21])[N:11]([C:12]=43)[CH2:10]2)[CH2:4][C@H:3]1[OH:23].[O:24]1[C:33]2[CH:32]=[C:31]([CH:34]=O)[N:30]=[CH:29][C:28]=2[O:27][CH2:26][CH2:25]1. (5) Given the product [F:1][C:2]([F:7])([F:6])[C:3]([O-:5])=[O:4].[NH2:8][C:9]([C:11]1[C:19]2[C:15](=[CH:16][N:17]([CH:20]3[CH2:24][CH2:23][NH+:22]([CH3:26])[CH2:21]3)[N:18]=2)[CH:14]=[C:13]([F:25])[CH:12]=1)=[O:10], predict the reactants needed to synthesize it. The reactants are: [F:1][C:2]([F:7])([F:6])[C:3]([O-:5])=[O:4].[NH2:8][C:9]([C:11]1[C:19]2[C:15](=[CH:16][N:17]([CH:20]3[CH2:24][CH2:23][NH2+:22][CH2:21]3)[N:18]=2)[CH:14]=[C:13]([F:25])[CH:12]=1)=[O:10].[CH3:26]C(O)=O.C=O.